This data is from NCI-60 drug combinations with 297,098 pairs across 59 cell lines. The task is: Regression. Given two drug SMILES strings and cell line genomic features, predict the synergy score measuring deviation from expected non-interaction effect. (1) Drug 1: CC1=C(C(=CC=C1)Cl)NC(=O)C2=CN=C(S2)NC3=CC(=NC(=N3)C)N4CCN(CC4)CCO. Drug 2: C1CN(CCN1C(=O)CCBr)C(=O)CCBr. Cell line: HT29. Synergy scores: CSS=19.8, Synergy_ZIP=-3.97, Synergy_Bliss=4.26, Synergy_Loewe=4.36, Synergy_HSA=6.55. (2) Drug 1: CN(C)N=NC1=C(NC=N1)C(=O)N. Drug 2: COCCOC1=C(C=C2C(=C1)C(=NC=N2)NC3=CC=CC(=C3)C#C)OCCOC.Cl. Cell line: U251. Synergy scores: CSS=9.15, Synergy_ZIP=-3.43, Synergy_Bliss=-0.453, Synergy_Loewe=-1.05, Synergy_HSA=-0.0402. (3) Drug 1: C1=CC(=C2C(=C1NCCNCCO)C(=O)C3=C(C=CC(=C3C2=O)O)O)NCCNCCO. Drug 2: C1=NC2=C(N=C(N=C2N1C3C(C(C(O3)CO)O)O)F)N. Cell line: SF-268. Synergy scores: CSS=32.5, Synergy_ZIP=-2.30, Synergy_Bliss=-6.13, Synergy_Loewe=-38.0, Synergy_HSA=-6.27. (4) Drug 1: CCCCCOC(=O)NC1=NC(=O)N(C=C1F)C2C(C(C(O2)C)O)O. Drug 2: C(CN)CNCCSP(=O)(O)O. Cell line: NCI-H322M. Synergy scores: CSS=-3.28, Synergy_ZIP=0.884, Synergy_Bliss=-0.425, Synergy_Loewe=-3.74, Synergy_HSA=-2.99.